Task: Predict the reactants needed to synthesize the given product.. Dataset: Full USPTO retrosynthesis dataset with 1.9M reactions from patents (1976-2016) (1) Given the product [C:1]([O:5][C:6](=[O:35])[NH:7][S:8](=[O:33])(=[O:34])[NH:9][CH2:10][CH2:11][O:12][NH:13][C:14]([C@@H:16]1[CH2:22][CH2:21][C@@H:20]2[CH2:23][N:17]1[C:18](=[O:32])[N:19]2[OH:24])=[O:15])([CH3:4])([CH3:2])[CH3:3], predict the reactants needed to synthesize it. The reactants are: [C:1]([O:5][C:6](=[O:35])[NH:7][S:8](=[O:34])(=[O:33])[NH:9][CH2:10][CH2:11][O:12][NH:13][C:14]([C@@H:16]1[CH2:22][CH2:21][C@@H:20]2[CH2:23][N:17]1[C:18](=[O:32])[N:19]2[O:24]CC1C=CC=CC=1)=[O:15])([CH3:4])([CH3:3])[CH3:2]. (2) Given the product [F:10][CH:9]([F:11])[O:8][C:5]1[CH:6]=[CH:7][C:2]([N:18]2[CH2:17][CH:16]([CH3:20])[NH:15][CH:14]([CH3:13])[CH2:19]2)=[CH:3][C:4]=1[CH3:12], predict the reactants needed to synthesize it. The reactants are: Br[C:2]1[CH:7]=[CH:6][C:5]([O:8][CH:9]([F:11])[F:10])=[C:4]([CH3:12])[CH:3]=1.[CH3:13][C@H:14]1[CH2:19][NH:18][CH2:17][C@@H:16]([CH3:20])[NH:15]1.C1C=CC(P(C2C(C3C(P(C4C=CC=CC=4)C4C=CC=CC=4)=CC=C4C=3C=CC=C4)=C3C(C=CC=C3)=CC=2)C2C=CC=CC=2)=CC=1.CC([O-])(C)C.[K+]. (3) Given the product [F:24][CH2:23][CH2:22][NH:20][CH:17]1[CH2:18][CH2:19][CH:14]([NH:13][C:12]2[C:1]3[C:2]4[CH2:3][CH2:4][CH2:5][C:6]=4[S:7][C:8]=3[N:9]=[CH:10][N:11]=2)[CH2:15][CH2:16]1, predict the reactants needed to synthesize it. The reactants are: [C:1]12[C:12]([NH:13][CH:14]3[CH2:19][CH2:18][CH:17]([NH2:20])[CH2:16][CH2:15]3)=[N:11][CH:10]=[N:9][C:8]=1[S:7][C:6]1[CH2:5][CH2:4][CH2:3][C:2]2=1.Br[CH2:22][CH2:23][F:24].CCN(C(C)C)C(C)C.